This data is from Reaction yield outcomes from USPTO patents with 853,638 reactions. The task is: Predict the reaction yield, written as a fraction of the theoretical maximum amount of product (1.0 means a 100% yield; for example, 0.34 means a 34% yield). (1) The catalyst is CN(C=O)C.C1C=CC([P]([Pd]([P](C2C=CC=CC=2)(C2C=CC=CC=2)C2C=CC=CC=2)([P](C2C=CC=CC=2)(C2C=CC=CC=2)C2C=CC=CC=2)[P](C2C=CC=CC=2)(C2C=CC=CC=2)C2C=CC=CC=2)(C2C=CC=CC=2)C2C=CC=CC=2)=CC=1. The product is [CH2:15]([NH:14][C:12]([NH:11][C:8]1[S:9][C:10]2[C:2]([C:27]3[CH:28]=[CH:29][CH:30]=[C:25]([O:24][CH3:23])[N:26]=3)=[CH:3][C:4]([C:17]3[CH:18]=[N:19][CH:20]=[CH:21][CH:22]=3)=[CH:5][C:6]=2[N:7]=1)=[O:13])[CH3:16]. The reactants are Br[C:2]1[C:10]2[S:9][C:8]([NH:11][C:12]([NH:14][CH2:15][CH3:16])=[O:13])=[N:7][C:6]=2[CH:5]=[C:4]([C:17]2[CH:18]=[N:19][CH:20]=[CH:21][CH:22]=2)[CH:3]=1.[CH3:23][O:24][C:25]1[CH:30]=[CH:29][CH:28]=[C:27]([Sn](CCCC)(CCCC)CCCC)[N:26]=1. The yield is 0.110. (2) The reactants are [H-].[Na+].[CH3:3]N(C=O)C.[F:8][C:9]1[CH:24]=[CH:23][C:12]([O:13][CH2:14][CH2:15][CH2:16][NH:17][C:18](=[O:22])[N:19]([CH3:21])[CH3:20])=[C:11]([N+:25]([O-:27])=[O:26])[CH:10]=1.CI. The catalyst is C(OCC)(=O)C.O. The product is [F:8][C:9]1[CH:24]=[CH:23][C:12]([O:13][CH2:14][CH2:15][CH2:16][N:17]([CH3:3])[C:18]([N:19]([CH3:21])[CH3:20])=[O:22])=[C:11]([N+:25]([O-:27])=[O:26])[CH:10]=1. The yield is 0.400. (3) The reactants are [F:1][C:2]([F:14])([F:13])[C:3]1[O:7][N:6]=[C:5]([C:8]([O:10]CC)=[O:9])[CH:4]=1.[OH-].[Na+]. The catalyst is CO. The product is [F:14][C:2]([F:1])([F:13])[C:3]1[O:7][N:6]=[C:5]([C:8]([OH:10])=[O:9])[CH:4]=1. The yield is 1.06. (4) The reactants are [CH3:1][C:2]1[CH:3]=[C:4]([CH:12]=[C:13]([CH3:15])[CH:14]=1)[O:5][CH2:6][C:7]([O:9]CC)=[O:8].[OH-].[Na+].Cl. The catalyst is CO. The product is [CH3:1][C:2]1[CH:3]=[C:4]([CH:12]=[C:13]([CH3:15])[CH:14]=1)[O:5][CH2:6][C:7]([OH:9])=[O:8]. The yield is 0.950. (5) The reactants are [F:1][C:2]1[CH:7]=[CH:6][C:5]([C:8]2[CH:9]=[N:10][NH:11][C:12]=2[NH2:13])=[CH:4][CH:3]=1.O=[C:15]([C:22]1[CH:23]=[N:24][CH:25]=[CH:26][CH:27]=1)[CH2:16][C:17](OCC)=[O:18]. The catalyst is C(O)(=O)C. The product is [F:1][C:2]1[CH:3]=[CH:4][C:5]([C:8]2[CH:9]=[N:10][N:11]3[C:17](=[O:18])[CH:16]=[C:15]([C:22]4[CH:23]=[N:24][CH:25]=[CH:26][CH:27]=4)[NH:13][C:12]=23)=[CH:6][CH:7]=1. The yield is 0.730. (6) The reactants are [ClH:1].C(N(CC)CCNC(C1C=CC2C(=CC=C(I)C=2)C=1)=O)C.[CH2:23]([N:25]([CH2:47][CH3:48])[CH2:26][CH2:27][NH:28][C:29]([C:31]1[C:44]2[NH:43][C:42]3[C:37](=[CH:38][CH:39]=[C:40]([I:45])[CH:41]=3)[C:36](=[O:46])[C:35]=2[CH:34]=[CH:33][CH:32]=1)=[O:30])[CH3:24].[K+].[Br-]. No catalyst specified. The product is [ClH:1].[CH2:47]([N:25]([CH2:23][CH3:24])[CH2:26][CH2:27][NH:28][C:29]([C:31]1[C:44]2[NH:43][C:42]3[C:37](=[CH:38][CH:39]=[C:40]([I:45])[CH:41]=3)[C:36](=[O:46])[C:35]=2[CH:34]=[CH:33][CH:32]=1)=[O:30])[CH3:48]. The yield is 0.460. (7) The reactants are [C:1]([O:5][C:6](=[O:17])[NH:7][CH2:8][CH2:9][N:10]1[C:14](=[O:15])[CH2:13][S:12][C:11]1=[S:16])([CH3:4])([CH3:3])[CH3:2].[CH:18]([C:20]1[O:24][C:23]([C:25]2[CH:33]=[CH:32][C:28]([C:29]([OH:31])=[O:30])=[CH:27][CH:26]=2)=[CH:22][CH:21]=1)=O. The catalyst is C(O)C.N1CCCCC1. The product is [C:1]([O:5][C:6]([NH:7][CH2:8][CH2:9][N:10]1[C:14](=[O:15])[C:13](=[CH:18][C:20]2[O:24][C:23]([C:25]3[CH:33]=[CH:32][C:28]([C:29]([OH:31])=[O:30])=[CH:27][CH:26]=3)=[CH:22][CH:21]=2)[S:12][C:11]1=[S:16])=[O:17])([CH3:4])([CH3:2])[CH3:3]. The yield is 0.730.